Regression/Classification. Given a drug SMILES string, predict its absorption, distribution, metabolism, or excretion properties. Task type varies by dataset: regression for continuous measurements (e.g., permeability, clearance, half-life) or binary classification for categorical outcomes (e.g., BBB penetration, CYP inhibition). Dataset: cyp2c9_veith. From a dataset of CYP2C9 inhibition data for predicting drug metabolism from PubChem BioAssay. (1) The drug is NC[C@@H](O)CSP(=O)(O)O. The result is 0 (non-inhibitor). (2) The molecule is COc1cc(/C=C/C(=O)Nc2ccccc2C(F)(F)F)cc(OC)c1OC. The result is 0 (non-inhibitor). (3) The compound is COC(=O)N1N=C(c2ccccc2)CC1(O)C(F)(F)F. The result is 0 (non-inhibitor). (4) The compound is O=C(O)[C@H](Cc1c[nH]c2ccccc12)N1C(=O)c2ccccc2C1=O. The result is 0 (non-inhibitor). (5) The molecule is COC(=O)[C@@]1(Cc2ccccc2)[C@H]2c3cc(C(=O)N4CCCC4)n(CC4CC4)c3C[C@H]2CN1C(=O)c1ccccc1. The result is 1 (inhibitor).